The task is: Predict the product of the given reaction.. This data is from Forward reaction prediction with 1.9M reactions from USPTO patents (1976-2016). Given the reactants [NH2:1][C:2]1[S:3][CH:4]=[C:5]([C:7]2[CH:12]=[CH:11][C:10]([NH:13][C:14](=[O:16])[CH3:15])=[CH:9][CH:8]=2)[N:6]=1.[Br:17][C:18]1[CH:19]=[C:20]([S:24](Cl)(=[O:26])=[O:25])[S:21][C:22]=1[Cl:23], predict the reaction product. The product is: [Br:17][C:18]1[CH:19]=[C:20]([S:24]([NH:1][C:2]2[S:3][CH:4]=[C:5]([C:7]3[CH:8]=[CH:9][C:10]([NH:13][C:14](=[O:16])[CH3:15])=[CH:11][CH:12]=3)[N:6]=2)(=[O:26])=[O:25])[S:21][C:22]=1[Cl:23].